From a dataset of Tox21: 12 toxicity assays (nuclear receptors and stress response pathways). Binary classification across 12 toxicity assays. (1) The molecule is C1CN(P2(N3CC3)=NP(N3CC3)(N3CC3)=NP(N3CC3)(N3CC3)=N2)CCO1. It tested positive (active) for: SR-p53 (p53 tumor suppressor activation). (2) The compound is Nc1ccc(N)c(Cl)c1. It tested positive (active) for: NR-AhR (Aryl hydrocarbon Receptor agonist activity), SR-ARE (Antioxidant Response Element (oxidative stress)), and SR-MMP (Mitochondrial Membrane Potential disruption). (3) The compound is CCCCCCOc1ccccc1C(N)=O. It tested positive (active) for: NR-AhR (Aryl hydrocarbon Receptor agonist activity), SR-ARE (Antioxidant Response Element (oxidative stress)), and SR-MMP (Mitochondrial Membrane Potential disruption). (4) The molecule is CCCCCCCC/C=C/CCCOC(C)=O. It tested positive (active) for: SR-HSE (Heat Shock Element response). (5) The drug is N=C(N)NCCC[C@H](NC(=O)[C@@H]1CCCN1C(=O)[C@@H]1CSSC[C@H](N)C(=O)N[C@@H](Cc2ccc(O)cc2)C(=O)N[C@@H](Cc2ccccc2)C(=O)N[C@@H](CCC(N)=O)C(=O)N[C@@H](CC(N)=O)C(=O)N1)C(=O)NCC(N)=O. It tested positive (active) for: NR-ER (Estrogen Receptor agonist activity), and NR-ER-LBD (Estrogen Receptor Ligand Binding Domain agonist). (6) The drug is C=Cc1c(C)c2cc3nc(c(CC(=O)[O-])c4[n-]c(cc5nc(cc1[n-]2)C(C)=C5CC)c(C)c4C(=O)[O-])C(CCC(=O)[O-])C3C.[Cu+2]. It tested positive (active) for: NR-AhR (Aryl hydrocarbon Receptor agonist activity). (7) The compound is CCc1ccc(C(=O)NN(C(=O)c2cc(C)cc(C)c2)C(C)(C)C)cc1. It tested positive (active) for: SR-ARE (Antioxidant Response Element (oxidative stress)).